The task is: Predict the product of the given reaction.. This data is from Forward reaction prediction with 1.9M reactions from USPTO patents (1976-2016). Given the reactants [Cl:1][C:2]1[CH:3]=[C:4]2[C:8](=[CH:9][CH:10]=1)[NH:7][C:6]([C:11]([OH:13])=O)=[CH:5]2.[N:14]1([C:20]([O:22][C:23]([CH3:26])([CH3:25])[CH3:24])=[O:21])[CH2:19][CH2:18][NH:17][CH2:16][CH2:15]1.C1C=CC2N(O)N=NC=2C=1.CCN=C=NCCCN(C)C.Cl, predict the reaction product. The product is: [C:23]([O:22][C:20]([N:14]1[CH2:19][CH2:18][N:17]([C:11]([C:6]2[NH:7][C:8]3[C:4]([CH:5]=2)=[CH:3][C:2]([Cl:1])=[CH:10][CH:9]=3)=[O:13])[CH2:16][CH2:15]1)=[O:21])([CH3:26])([CH3:24])[CH3:25].